Dataset: Reaction yield outcomes from USPTO patents with 853,638 reactions. Task: Predict the reaction yield, written as a fraction of the theoretical maximum amount of product (1.0 means a 100% yield; for example, 0.34 means a 34% yield). (1) The catalyst is O.C(O)C. The product is [CH2:1]([C:3]1[S:4][CH:5]=[C:6](/[CH:8]=[CH:9]/[C:10]2[C:11]([O:21][CH2:22][C:23]3[CH:43]=[CH:42][C:26]([O:27][CH2:28][C:29]4[N:30]=[C:31](/[CH:35]=[CH:36]/[C:37]([OH:39])=[O:38])[O:32][C:33]=4[CH3:34])=[C:25]([O:44][CH3:45])[CH:24]=3)=[N:12][N:13]([C:15]3[CH:16]=[CH:17][CH:18]=[CH:19][CH:20]=3)[CH:14]=2)[N:7]=1)[CH3:2]. The yield is 0.880. The reactants are [CH2:1]([C:3]1[S:4][CH:5]=[C:6](/[CH:8]=[CH:9]/[C:10]2[C:11]([O:21][CH2:22][C:23]3[CH:43]=[CH:42][C:26]([O:27][CH2:28][C:29]4[N:30]=[C:31](/[CH:35]=[CH:36]/[C:37]([O:39]CC)=[O:38])[O:32][C:33]=4[CH3:34])=[C:25]([O:44][CH3:45])[CH:24]=3)=[N:12][N:13]([C:15]3[CH:20]=[CH:19][CH:18]=[CH:17][CH:16]=3)[CH:14]=2)[N:7]=1)[CH3:2].O1CCCC1.[OH-].[Na+].Cl. (2) The reactants are [F:1][C:2]1[CH:3]=[C:4]([CH:41]=[CH:42][CH:43]=1)[CH2:5][N:6]1[CH:10]=[C:9]([C:11]2[C:19]3[C:14](=[N:15][CH:16]=[C:17]([C:20]4[CH:21]=[C:22]([NH:26][S:27]([CH3:30])(=[O:29])=[O:28])[CH:23]=[CH:24][CH:25]=4)[CH:18]=3)[N:13](S(C3C=CC(C)=CC=3)(=O)=O)[CH:12]=2)[CH:8]=[N:7]1.[OH-].[Li+]. The catalyst is C1COCC1.O.CO. The product is [F:1][C:2]1[CH:3]=[C:4]([CH:41]=[CH:42][CH:43]=1)[CH2:5][N:6]1[CH:10]=[C:9]([C:11]2[C:19]3[C:14](=[N:15][CH:16]=[C:17]([C:20]4[CH:21]=[C:22]([NH:26][S:27]([CH3:30])(=[O:28])=[O:29])[CH:23]=[CH:24][CH:25]=4)[CH:18]=3)[NH:13][CH:12]=2)[CH:8]=[N:7]1. The yield is 0.126. (3) The reactants are C([O:4][CH:5]([C:10]1[CH:11]=[N:12][CH:13]=[C:14](Br)[CH:15]=1)[C:6]([F:9])([F:8])[F:7])(=O)C.[CH3:17][S:18]([O-:20])=[O:19].[Na+].N1CCC[C@H]1C(O)=O.C(=O)(O)[O-].[Na+].C(=O)([O-])[O-].[K+].[K+]. The catalyst is CS(C)=O.[Cu](I)I.O. The product is [F:7][C:6]([F:9])([F:8])[CH:5]([C:10]1[CH:11]=[N:12][CH:13]=[C:14]([S:18]([CH3:17])(=[O:20])=[O:19])[CH:15]=1)[OH:4]. The yield is 0.170. (4) The product is [Cl:1][C:2]1[CH:3]=[CH:4][C:5]([O:15][CH2:16][C:17]2[CH:22]=[CH:21][C:20]([F:23])=[CH:19][C:18]=2[F:24])=[C:6]([C:8]2[N:25]([C:26]3[CH:27]=[C:28]([S:32]([NH2:35])(=[O:33])=[O:34])[CH:29]=[CH:30][CH:31]=3)[C:11]([CH3:12])=[CH:10][CH:9]=2)[CH:7]=1. The reactants are [Cl:1][C:2]1[CH:3]=[CH:4][C:5]([O:15][CH2:16][C:17]2[CH:22]=[CH:21][C:20]([F:23])=[CH:19][C:18]=2[F:24])=[C:6]([C:8](=O)[CH2:9][CH2:10][C:11](=O)[CH3:12])[CH:7]=1.[NH2:25][C:26]1[CH:27]=[C:28]([S:32]([NH2:35])(=[O:34])=[O:33])[CH:29]=[CH:30][CH:31]=1.C1(C)C=CC(S(O)(=O)=O)=CC=1. The yield is 0.740. The catalyst is C1(C)C=CC=CC=1. (5) The reactants are Br[C:2]1[C:7]([Br:8])=[CH:6][N:5]=[C:4]([C:9]2[CH:14]=[CH:13][CH:12]=[CH:11][CH:10]=2)[N:3]=1.[CH:15]1([C:18]2[CH:22]=[C:21]([NH2:23])[NH:20][N:19]=2)[CH2:17][CH2:16]1. The catalyst is CCCCO. The product is [Br:8][C:7]1[C:2]([NH:23][C:21]2[CH:22]=[C:18]([CH:15]3[CH2:17][CH2:16]3)[NH:19][N:20]=2)=[N:3][C:4]([C:9]2[CH:14]=[CH:13][CH:12]=[CH:11][CH:10]=2)=[N:5][CH:6]=1. The yield is 0.641. (6) The reactants are [CH3:1][C:2]1([CH3:18])[C:6]([CH3:8])([CH3:7])[O:5][B:4]([C:9]2[CH:17]=[CH:16][C:12]([C:13]([OH:15])=O)=[CH:11][CH:10]=2)[O:3]1.[N:19]1([C:25]([O:27][C:28]([CH3:31])([CH3:30])[CH3:29])=[O:26])[CH2:24][CH2:23][NH:22][CH2:21][CH2:20]1.O.N1(O)C2C=CC=CC=2N=N1.Cl.C(N=C=NCCCN(C)C)C.C(N(CC)CC)C. The catalyst is ClCCl. The product is [CH3:18][C:2]1([CH3:1])[C:6]([CH3:7])([CH3:8])[O:5][B:4]([C:9]2[CH:10]=[CH:11][C:12]([C:13]([N:22]3[CH2:21][CH2:20][N:19]([C:25]([O:27][C:28]([CH3:31])([CH3:30])[CH3:29])=[O:26])[CH2:24][CH2:23]3)=[O:15])=[CH:16][CH:17]=2)[O:3]1. The yield is 0.800. (7) The yield is 0.660. The reactants are Br[C:2]1[CH:7]=[CH:6][C:5]([N:8]2[C:20]3[CH:19]=[CH:18][CH:17]=[CH:16][C:15]=3[C:14]3[C:9]2=[CH:10][CH:11]=[CH:12][CH:13]=3)=[CH:4][CH:3]=1.C([Li])CCC.[B:26](OC)([O:29]C)[O:27]C.Cl. The product is [CH:10]1[C:9]2[N:8]([C:5]3[CH:4]=[CH:3][C:2]([B:26]([OH:29])[OH:27])=[CH:7][CH:6]=3)[C:20]3[C:15](=[CH:16][CH:17]=[CH:18][CH:19]=3)[C:14]=2[CH:13]=[CH:12][CH:11]=1. The catalyst is CCCCCC.O1CCCC1.